Dataset: Forward reaction prediction with 1.9M reactions from USPTO patents (1976-2016). Task: Predict the product of the given reaction. (1) The product is: [F:2][C:14]1[CH:13]=[C:12]([O:11][CH3:10])[CH:17]=[C:16]([N+:18]([O-:20])=[O:19])[CH:15]=1. Given the reactants B(F)(F)[F:2].CCOCC.[CH3:10][O:11][C:12]1[CH:13]=[C:14](N)[CH:15]=[C:16]([N+:18]([O-:20])=[O:19])[CH:17]=1, predict the reaction product. (2) Given the reactants I[C:2]1[CH:3]=[C:4]2[C:9](=[CH:10][CH:11]=1)[N:8]=[CH:7][N:6]=[C:5]2[O:12][C:13]1[CH:18]=[CH:17][CH:16]=[CH:15][CH:14]=1.[C:19]([O:23][CH3:24])(=[O:22])[CH:20]=[CH2:21].C1C=CC(P(C2C=CC=CC=2)C2C=CC=CC=2)=CC=1.CN(C=O)C, predict the reaction product. The product is: [CH3:24][O:23][C:19](=[O:22])[CH:20]=[CH:21][C:2]1[CH:3]=[C:4]2[C:9](=[CH:10][CH:11]=1)[N:8]=[CH:7][N:6]=[C:5]2[O:12][C:13]1[CH:18]=[CH:17][CH:16]=[CH:15][CH:14]=1. (3) Given the reactants C1(P(C2C=CC=CC=2)C2C=CC=CC=2)C=CC=CC=1.[Cl:20][C:21]1[CH:26]=[C:25]([Cl:27])[CH:24]=[CH:23][C:22]=1[CH2:28][CH2:29][OH:30].[CH2:31]([O:33][C:34](=[O:44])[C:35]1[CH:40]=[C:39](O)[C:38]([Br:42])=[C:37]([OH:43])[CH:36]=1)[CH3:32].CCOC(/N=N/C(OCC)=O)=O, predict the reaction product. The product is: [CH2:31]([O:33][C:34](=[O:44])[C:35]1[CH:36]=[C:37]([OH:43])[C:38]([Br:42])=[C:39]([O:30][CH2:29][CH2:28][C:22]2[CH:23]=[CH:24][C:25]([Cl:27])=[CH:26][C:21]=2[Cl:20])[CH:40]=1)[CH3:32]. (4) Given the reactants [SH:1][C:2]1[NH:6][CH:5]=[N:4][N:3]=1.[NH2:7][C:8]1[CH:13]=[N:12][CH:11]=[CH:10][N:9]=1.Cl[C:15]1[C:16]2[N:24]=[C:23](Cl)[CH:22]=[CH:21][C:17]=2[N:18]=[CH:19][N:20]=1, predict the reaction product. The product is: [N:9]1[CH:10]=[CH:11][N:12]=[CH:13][C:8]=1[NH:7][C:15]1[C:16]2[N:24]=[C:23]([S:1][C:2]3[NH:6][CH:5]=[N:4][N:3]=3)[CH:22]=[CH:21][C:17]=2[N:18]=[CH:19][N:20]=1. (5) The product is: [Cl:1][C:2]1[CH:21]=[CH:20][C:5]([C:6]([N:8]2[CH2:14][C:13]3[CH:15]=[CH:16][CH:17]=[CH:18][C:12]=3[N:11]([CH2:28][C:27]3[CH:30]=[CH:31][C:32]([Cl:33])=[C:25]([Cl:24])[CH:26]=3)[C:10](=[O:19])[CH2:9]2)=[O:7])=[CH:4][CH:3]=1. Given the reactants [Cl:1][C:2]1[CH:21]=[CH:20][C:5]([C:6]([N:8]2[CH2:14][C:13]3[CH:15]=[CH:16][CH:17]=[CH:18][C:12]=3[NH:11][C:10](=[O:19])[CH2:9]2)=[O:7])=[CH:4][CH:3]=1.[H-].[Na+].[Cl:24][C:25]1[CH:26]=[C:27]([CH:30]=[CH:31][C:32]=1[Cl:33])[CH2:28]Cl.C(OCC)(=O)C, predict the reaction product. (6) Given the reactants C(OC([NH:8][CH2:9][CH2:10][CH2:11][C@H:12]([NH:16][C:17]([C:19]1[S:20][C:21]([CH:24]([C:31]2[CH:36]=[CH:35][CH:34]=[CH:33][CH:32]=2)[C:25]2[CH:30]=[CH:29][CH:28]=[CH:27][CH:26]=2)=[CH:22][CH:23]=1)=[O:18])[C:13]([OH:15])=[O:14])=O)(C)(C)C.[C:37]([OH:43])([C:39]([F:42])([F:41])[F:40])=[O:38], predict the reaction product. The product is: [NH2:8][CH2:9][CH2:10][CH2:11][C@H:12]([NH:16][C:17]([C:19]1[S:20][C:21]([CH:24]([C:25]2[CH:30]=[CH:29][CH:28]=[CH:27][CH:26]=2)[C:31]2[CH:32]=[CH:33][CH:34]=[CH:35][CH:36]=2)=[CH:22][CH:23]=1)=[O:18])[C:13]([OH:15])=[O:14].[C:37]([OH:43])([C:39]([F:42])([F:41])[F:40])=[O:38]. (7) Given the reactants C[Mg]Br.[CH3:4]COCC.[CH3:9][C:10]1[CH:19]=[CH:18][C:17]2[C:12](=[CH:13][CH:14]=[CH:15][C:16]=2[N:20]2[CH2:25][CH2:24][N:23]([CH2:26][CH2:27][C:28]([C:30]3[CH:31]=[CH:32][C:33]4[O:38][CH2:37][C:36](=[O:39])[NH:35][C:34]=4[CH:40]=3)=[O:29])[CH2:22][CH2:21]2)[N:11]=1, predict the reaction product. The product is: [OH:29][C:28]([C:30]1[CH:31]=[CH:32][C:33]2[O:38][CH2:37][C:36](=[O:39])[NH:35][C:34]=2[CH:40]=1)([CH3:4])[CH2:27][CH2:26][N:23]1[CH2:22][CH2:21][N:20]([C:16]2[CH:15]=[CH:14][CH:13]=[C:12]3[C:17]=2[CH:18]=[CH:19][C:10]([CH3:9])=[N:11]3)[CH2:25][CH2:24]1.